From a dataset of Forward reaction prediction with 1.9M reactions from USPTO patents (1976-2016). Predict the product of the given reaction. (1) The product is: [Cl:10][C:11]1[C:19]([C:20]([F:22])([F:23])[F:21])=[CH:18][CH:17]=[CH:16][C:12]=1[C:13]([N:7]1[CH2:8][CH2:9][C:4]2[CH:3]=[N:2][NH:1][C:5]=2[CH2:6]1)=[O:14]. Given the reactants [NH:1]1[C:5]2[CH2:6][NH:7][CH2:8][CH2:9][C:4]=2[CH:3]=[N:2]1.[Cl:10][C:11]1[C:19]([C:20]([F:23])([F:22])[F:21])=[CH:18][CH:17]=[CH:16][C:12]=1[C:13](O)=[O:14].CCN(C(C)C)C(C)C.CN(C(ON1N=NC2C=CC=NC1=2)=[N+](C)C)C.F[P-](F)(F)(F)(F)F, predict the reaction product. (2) The product is: [F:1][C:2]1[CH:7]=[CH:6][CH:5]=[CH:4][C:3]=1[C:8]1[N:12]([S:13]([C:16]2[CH:21]=[CH:20][C:19]([O:22][CH2:23][C:24]([NH:26][CH3:27])=[O:25])=[CH:18][CH:17]=2)(=[O:15])=[O:14])[CH:11]=[C:10]([CH2:28][NH:29][CH3:30])[CH:9]=1. Given the reactants [F:1][C:2]1[CH:7]=[CH:6][CH:5]=[CH:4][C:3]=1[C:8]1[N:12]([S:13]([C:16]2[CH:21]=[CH:20][C:19]([O:22][CH2:23][C:24]([NH:26][CH3:27])=[O:25])=[CH:18][CH:17]=2)(=[O:15])=[O:14])[CH:11]=[C:10]([CH2:28][N:29](C)[C:30](=O)OC(C)(C)C)[CH:9]=1.FC(F)(F)C(O)=O.C(=O)(O)[O-].[Na+], predict the reaction product. (3) Given the reactants [F:1][C:2]1[CH:7]=[C:6]([C:8]2[NH:12][N:11]=[N:10][N:9]=2)[CH:5]=[C:4]([F:13])[C:3]=1[N:14]1[CH2:19][CH2:18][CH:17]([C:20]2[CH:25]=[CH:24][CH:23]=[CH:22][CH:21]=2)[CH:16]([CH2:26][N:27]([C@@H:35]([C:37]2[C:46]3[C:41](=[CH:42][CH:43]=[CH:44][CH:45]=3)[CH:40]=[CH:39][CH:38]=2)[CH3:36])C(=O)OC(C)(C)C)[CH2:15]1.[ClH:47].O1CCOCC1, predict the reaction product. The product is: [ClH:47].[F:1][C:2]1[CH:7]=[C:6]([C:8]2[NH:12][N:11]=[N:10][N:9]=2)[CH:5]=[C:4]([F:13])[C:3]=1[N:14]1[CH2:19][CH2:18][CH:17]([C:20]2[CH:21]=[CH:22][CH:23]=[CH:24][CH:25]=2)[CH:16]([CH2:26][NH:27][C@@H:35]([C:37]2[C:46]3[C:41](=[CH:42][CH:43]=[CH:44][CH:45]=3)[CH:40]=[CH:39][CH:38]=2)[CH3:36])[CH2:15]1.